This data is from Reaction yield outcomes from USPTO patents with 853,638 reactions. The task is: Predict the reaction yield, written as a fraction of the theoretical maximum amount of product (1.0 means a 100% yield; for example, 0.34 means a 34% yield). (1) The reactants are [NH:1]1[CH2:6][CH2:5][O:4][C:3]2[CH:7]=[N:8][C:9]([OH:11])=[CH:10][C:2]1=2.[C:12]([O:16][C:17]([N:19]1[CH2:23][CH2:22][C@@H:21](OS(C)(=O)=O)[CH2:20]1)=[O:18])([CH3:15])([CH3:14])[CH3:13].[H-].[Na+]. The catalyst is CN(C=O)C.CC(OC)(C)C. The product is [C:12]([O:16][C:17]([N:19]1[CH2:23][CH2:22][C@H:21]([O:11][C:9]2[N:8]=[CH:7][C:3]3[O:4][CH2:5][CH2:6][NH:1][C:2]=3[CH:10]=2)[CH2:20]1)=[O:18])([CH3:15])([CH3:13])[CH3:14]. The yield is 0.560. (2) The reactants are [CH3:1][O:2][C:3]1[CH:8]=[C:7]([O:9][CH3:10])[CH:6]=[CH:5][C:4]=1[NH:11][C:12]1[CH:20]=[CH:19][CH:18]=[C:14]([C:15]([OH:17])=O)[C:13]=1[C:21]([OH:23])=O.Br.[NH2:25][C@@:26]1([CH3:34])[CH2:31][CH2:30][C:29](=[O:32])[NH:28][C:27]1=[O:33]. The catalyst is N1C=CC=CC=1. The product is [CH3:1][O:2][C:3]1[CH:8]=[C:7]([O:9][CH3:10])[CH:6]=[CH:5][C:4]=1[NH:11][C:12]1[CH:20]=[CH:19][CH:18]=[C:14]2[C:13]=1[C:21](=[O:23])[N:25]([C@@:26]1([CH3:34])[CH2:31][CH2:30][C:29](=[O:32])[NH:28][C:27]1=[O:33])[C:15]2=[O:17]. The yield is 0.410. (3) The reactants are [BH4-].[Li+].[Cl:3][C:4]1[CH:9]=[C:8]([Cl:10])[CH:7]=[CH:6][C:5]=1[NH:11][C:12]1[N:16]([CH2:17][CH2:18][C:19](OCC)=[O:20])[C:15]2[C:24]([N:28]([CH2:31][CH3:32])[CH2:29][CH3:30])=[CH:25][CH:26]=[CH:27][C:14]=2[N:13]=1. The catalyst is O1CCCC1.[Cl-].[NH4+].C(=O)([O-])O.[Na+]. The product is [Cl:3][C:4]1[CH:9]=[C:8]([Cl:10])[CH:7]=[CH:6][C:5]=1[NH:11][C:12]1[N:16]([CH2:17][CH2:18][CH2:19][OH:20])[C:15]2[C:24]([N:28]([CH2:31][CH3:32])[CH2:29][CH3:30])=[CH:25][CH:26]=[CH:27][C:14]=2[N:13]=1. The yield is 0.250. (4) The reactants are [CH3:1][C:2]1[CH:7]=[CH:6][N:5]=[CH:4][C:3]=1[N:8]1[CH2:12][CH2:11][NH:10][C:9]1=[O:13].Br[C:15]1[S:16][CH:17]=[CH:18][C:19]=1[CH3:20].N[C@@H]1CCCC[C@H]1N.P([O-])([O-])([O-])=O.[K+].[K+].[K+]. The catalyst is [Cu](I)I.O1CCOCC1. The product is [CH3:1][C:2]1[CH:7]=[CH:6][N:5]=[CH:4][C:3]=1[N:8]1[CH2:12][CH2:11][N:10]([C:15]2[S:16][CH:17]=[CH:18][C:19]=2[CH3:20])[C:9]1=[O:13]. The yield is 0.567. (5) The reactants are Cl.Cl.[NH2:3][C@@H:4]([C:7]1[C:8]([O:14][CH3:15])=[N:9][CH:10]=[C:11]([F:13])[CH:12]=1)[CH2:5][OH:6].[OH-].[K+].Cl[C:19](Cl)([O:21]C(=O)OC(Cl)(Cl)Cl)Cl. The catalyst is C1COCC1. The product is [F:13][C:11]1[CH:12]=[C:7]([C@H:4]2[CH2:5][O:6][C:19](=[O:21])[NH:3]2)[C:8]([O:14][CH3:15])=[N:9][CH:10]=1. The yield is 0.350.